From a dataset of Catalyst prediction with 721,799 reactions and 888 catalyst types from USPTO. Predict which catalyst facilitates the given reaction. (1) Reactant: CC([CH:5]1[C:11]2[CH:12]=[CH:13][C:14]([C:16]3[N:20]=[C:19]([C:21]4[CH:26]=[CH:25][C:24]([O:27][CH:28]([CH3:30])[CH3:29])=[C:23]([C:31]([F:34])([F:33])[F:32])[CH:22]=4)[O:18][N:17]=3)=[CH:15][C:10]=2[CH2:9][CH2:8][N:7](C([O-])=O)[CH2:6]1)(C)C.[ClH:38]. Product: [ClH:38].[CH3:30][CH:28]([O:27][C:24]1[CH:25]=[CH:26][C:21]([C:19]2[O:18][N:17]=[C:16]([C:14]3[CH:13]=[CH:12][C:11]4[CH2:5][CH2:6][NH:7][CH2:8][CH2:9][C:10]=4[CH:15]=3)[N:20]=2)=[CH:22][C:23]=1[C:31]([F:33])([F:34])[F:32])[CH3:29]. The catalyst class is: 12. (2) Reactant: [CH3:1][C:2]1[O:3][CH:4]=[C:5]([CH2:7][OH:8])[N:6]=1.C(N(CC)CC)C.[CH3:16][S:17](Cl)(=[O:19])=[O:18]. Product: [CH3:1][C:2]1[O:3][CH:4]=[C:5]([CH2:7][O:8][S:17]([CH3:16])(=[O:19])=[O:18])[N:6]=1. The catalyst class is: 2. (3) Reactant: Cl.Cl.Cl.[CH3:4][C:5]1[C:13]2[C:8](=[CH:9][CH:10]=[C:11]([NH:14][C:15]3[C:16]4[CH:23]=[C:22]([C:24]5[CH2:25][CH2:26][NH:27][CH2:28][CH:29]=5)[NH:21][C:17]=4[N:18]=[CH:19][N:20]=3)[CH:12]=2)[NH:7][N:6]=1.[N:30]1([CH2:36][CH2:37][C:38](O)=[O:39])[CH2:35][CH2:34][CH2:33][CH2:32][CH2:31]1.Cl.CN(C)CCCN=C=NCC.ON1C2C=CC=CC=2N=N1.C(N(CC)C(C)C)(C)C. Product: [CH3:4][C:5]1[C:13]2[C:8](=[CH:9][CH:10]=[C:11]([NH:14][C:15]3[C:16]4[CH:23]=[C:22]([C:24]5[CH2:25][CH2:26][N:27]([C:38](=[O:39])[CH2:37][CH2:36][N:30]6[CH2:35][CH2:34][CH2:33][CH2:32][CH2:31]6)[CH2:28][CH:29]=5)[NH:21][C:17]=4[N:18]=[CH:19][N:20]=3)[CH:12]=2)[NH:7][N:6]=1. The catalyst class is: 18. (4) Reactant: [CH2:1]([O:8][C:9](=[O:26])[NH:10][C:11]1[CH:16]=[CH:15][C:14]([CH2:17][NH:18]C(OC(C)(C)C)=O)=[CH:13][CH:12]=1)[C:2]1[CH:7]=[CH:6][CH:5]=[CH:4][CH:3]=1.[ClH:27]. Product: [ClH:27].[CH2:1]([O:8][C:9](=[O:26])[NH:10][C:11]1[CH:12]=[CH:13][C:14]([CH2:17][NH2:18])=[CH:15][CH:16]=1)[C:2]1[CH:3]=[CH:4][CH:5]=[CH:6][CH:7]=1. The catalyst class is: 25.